The task is: Predict the product of the given reaction.. This data is from Forward reaction prediction with 1.9M reactions from USPTO patents (1976-2016). The product is: [CH3:1][C:2]1[N:6]([CH2:7][C:8]([N:10]2[CH2:15][CH2:14][CH:13]([C:16]3[S:17][CH:18]=[C:19]([C:21]([O:23][CH2:35][C:30]4[CH:31]=[CH:32][CH:33]=[CH:34][C:29]=4[Br:28])=[O:22])[N:20]=3)[CH2:12][CH2:11]2)=[O:9])[N:5]=[C:4]([C:24]([F:27])([F:25])[F:26])[CH:3]=1. Given the reactants [CH3:1][C:2]1[N:6]([CH2:7][C:8]([N:10]2[CH2:15][CH2:14][CH:13]([C:16]3[S:17][CH:18]=[C:19]([C:21]([OH:23])=[O:22])[N:20]=3)[CH2:12][CH2:11]2)=[O:9])[N:5]=[C:4]([C:24]([F:27])([F:26])[F:25])[CH:3]=1.[Br:28][C:29]1[CH:34]=[CH:33][CH:32]=[CH:31][C:30]=1[CH2:35]O, predict the reaction product.